From a dataset of Forward reaction prediction with 1.9M reactions from USPTO patents (1976-2016). Predict the product of the given reaction. (1) Given the reactants Cl[C:2]1[N:3]=[C:4]([N:18]2[CH2:23][CH2:22][O:21][CH2:20][CH2:19]2)[C:5]2[S:10][C:9]([CH2:11][N:12]([CH3:17])[S:13]([CH3:16])(=[O:15])=[O:14])=[CH:8][C:6]=2[N:7]=1.[NH:24]1[C:32]2[C:27](=[CH:28][CH:29]=[CH:30][CH:31]=2)[CH:26]=[C:25]1B(O)O, predict the reaction product. The product is: [NH:24]1[C:32]2[C:27](=[C:28]([C:2]3[N:3]=[C:4]([N:18]4[CH2:23][CH2:22][O:21][CH2:20][CH2:19]4)[C:5]4[S:10][C:9]([CH2:11][N:12]([CH3:17])[S:13]([CH3:16])(=[O:15])=[O:14])=[CH:8][C:6]=4[N:7]=3)[CH:29]=[CH:30][CH:31]=2)[CH:26]=[CH:25]1. (2) Given the reactants [Br:1][C:2]1[CH:3]=[N:4][CH:5]=[C:6]([CH:8]=[O:9])[CH:7]=1.[CH:10]1([Mg]Br)[CH2:12][CH2:11]1, predict the reaction product. The product is: [Br:1][C:2]1[CH:7]=[C:6]([CH:8]([CH:10]2[CH2:12][CH2:11]2)[OH:9])[CH:5]=[N:4][CH:3]=1. (3) Given the reactants CN(C(ON1N=NC2C=CC=NC1=2)=[N+](C)C)C.F[P-](F)(F)(F)(F)F.[CH:25]([C:28]1[C:33]([C:34]([OH:36])=O)=[CH:32][N:31]=[C:30]([S:37][CH3:38])[N:29]=1)([CH3:27])[CH3:26].CCN(C(C)C)C(C)C.Cl.[NH2:49][CH:50]1[CH:57]2[CH2:58][C:53]3([OH:60])[CH2:54][CH:55]([CH2:59][CH:51]1[CH2:52]3)[CH2:56]2, predict the reaction product. The product is: [OH:60][C:53]12[CH2:58][CH:57]3[CH2:56][CH:55]([CH2:59][CH:51]([CH:50]3[NH:49][C:34]([C:33]3[C:28]([CH:25]([CH3:26])[CH3:27])=[N:29][C:30]([S:37][CH3:38])=[N:31][CH:32]=3)=[O:36])[CH2:52]1)[CH2:54]2. (4) Given the reactants F[C:2]1[C:3]([N+:8]([O-:10])=[O:9])=[N:4][CH:5]=[CH:6][CH:7]=1.[NH:11]1[CH2:16][CH2:15][CH:14]([NH:17][C:18](=[O:24])[O:19][C:20]([CH3:23])([CH3:22])[CH3:21])[CH2:13][CH2:12]1.C(N(C(C)C)C(C)C)C, predict the reaction product. The product is: [N+:8]([C:3]1[C:2]([N:11]2[CH2:12][CH2:13][CH:14]([NH:17][C:18](=[O:24])[O:19][C:20]([CH3:22])([CH3:21])[CH3:23])[CH2:15][CH2:16]2)=[CH:7][CH:6]=[CH:5][N:4]=1)([O-:10])=[O:9]. (5) Given the reactants [Br:1][C:2]1[CH:7]=[CH:6][C:5]([SH:8])=[CH:4][C:3]=1[Cl:9].[H-].[Na+].I[CH3:13], predict the reaction product. The product is: [Br:1][C:2]1[CH:7]=[CH:6][C:5]([S:8][CH3:13])=[CH:4][C:3]=1[Cl:9]. (6) The product is: [Cl:8][C:6]1[CH:5]=[C:4]([C:9]2([C:28]([F:31])([F:29])[F:30])[O:13][N:12]=[C:11]([C:14]3[CH:19]=[CH:18][C:17]([S:20][CH:21]4[CH2:25][CH2:24][N:23]([CH2:44][C:45]([F:48])([F:47])[F:46])[C:22]4=[O:26])=[C:16]([CH3:27])[CH:15]=3)[CH2:10]2)[CH:3]=[C:2]([Cl:1])[CH:7]=1. Given the reactants [Cl:1][C:2]1[CH:3]=[C:4]([C:9]2([C:28]([F:31])([F:30])[F:29])[O:13][N:12]=[C:11]([C:14]3[CH:19]=[CH:18][C:17]([S:20][CH:21]4[CH2:25][CH2:24][NH:23][C:22]4=[O:26])=[C:16]([CH3:27])[CH:15]=3)[CH2:10]2)[CH:5]=[C:6]([Cl:8])[CH:7]=1.C([O-])([O-])=O.[K+].[K+].FC(F)(F)S(O[CH2:44][C:45]([F:48])([F:47])[F:46])(=O)=O.O, predict the reaction product. (7) The product is: [N:15]1[CH:16]=[CH:17][CH:18]=[C:13]([CH:19]([C:20]2[CH:21]=[N:22][CH:23]=[CH:24][CH:25]=2)[OH:26])[CH:14]=1. Given the reactants C([Li])CCC.CCCCCC.Br[C:13]1[CH:14]=[N:15][CH:16]=[CH:17][CH:18]=1.[CH:19](=[O:26])[C:20]1[CH:25]=[CH:24][CH:23]=[N:22][CH:21]=1.Cl, predict the reaction product. (8) Given the reactants [N:1]([C:4]1[CH:9]=[CH:8][CH:7]=[C:6]([Br:10])[CH:5]=1)=[N+:2]=[N-:3].[C:11]([O:16][CH3:17])(=[O:15])[C:12]#[C:13][CH3:14], predict the reaction product. The product is: [CH3:17][O:16][C:11]([C:12]1[N:1]([C:4]2[CH:9]=[CH:8][CH:7]=[C:6]([Br:10])[CH:5]=2)[N:2]=[N:3][C:13]=1[CH3:14])=[O:15].